Dataset: Full USPTO retrosynthesis dataset with 1.9M reactions from patents (1976-2016). Task: Predict the reactants needed to synthesize the given product. Given the product [C:15]([N:14]1[C:11]2[CH:12]=[CH:13][C:8]([C:5]3[CH:4]=[N:3][C:2]([NH2:1])=[N:7][CH:6]=3)=[CH:9][C:10]=2[N:19]=[C:28]1[C:27]1[CH:30]=[CH:31][CH:32]=[CH:33][C:26]=1[C:24]1[N:25]=[C:21]([CH3:20])[S:22][CH:23]=1)([CH3:16])([CH3:18])[CH3:17], predict the reactants needed to synthesize it. The reactants are: [NH2:1][C:2]1[N:7]=[CH:6][C:5]([C:8]2[CH:9]=[C:10]([NH2:19])[C:11]([NH:14][C:15]([CH3:18])([CH3:17])[CH3:16])=[CH:12][CH:13]=2)=[CH:4][N:3]=1.[CH3:20][C:21]1[S:22][CH:23]=[C:24]([C:26]2[CH:33]=[CH:32][CH:31]=[CH:30][C:27]=2[CH:28]=O)[N:25]=1.OOS([O-])=O.[K+].S([O-])([O-])(=O)=S.[Na+].[Na+].